Dataset: Reaction yield outcomes from USPTO patents with 853,638 reactions. Task: Predict the reaction yield, written as a fraction of the theoretical maximum amount of product (1.0 means a 100% yield; for example, 0.34 means a 34% yield). (1) The reactants are [CH:1]1([NH:7][C:8]2[N:16]=[C:15]([NH:17][C:18]3[CH:23]=[CH:22][C:21]([N:24]4[CH2:29][CH2:28][O:27][CH2:26][CH2:25]4)=[CH:20][C:19]=3[CH3:30])[N:14]=[C:13]3[C:9]=2[N:10]=[CH:11][N:12]3C2CCCCO2)[CH2:6][CH2:5][CH2:4][CH2:3][CH2:2]1.Cl.C(OCC)C. The catalyst is CO. The product is [CH:1]1([NH:7][C:8]2[N:16]=[C:15]([NH:17][C:18]3[CH:23]=[CH:22][C:21]([N:24]4[CH2:29][CH2:28][O:27][CH2:26][CH2:25]4)=[CH:20][C:19]=3[CH3:30])[N:14]=[C:13]3[C:9]=2[N:10]=[CH:11][NH:12]3)[CH2:6][CH2:5][CH2:4][CH2:3][CH2:2]1. The yield is 0.830. (2) The reactants are [CH3:1][O-].[Na+].C=O.[NH2:6][C:7]1[N:12]=[C:11]([CH3:13])[C:10]([CH2:14][NH:15][C:16](=[O:35])[C:17]2[CH:22]=[CH:21][N:20]=[C:19]([CH2:23][C:24]3[CH:25]=[C:26]4[C:31](=[CH:32][CH:33]=3)[N:30]=[CH:29][C:28]([Cl:34])=[CH:27]4)[CH:18]=2)=[CH:9][CH:8]=1.[BH4-].[Na+]. The catalyst is CO. The product is [Cl:34][C:28]1[CH:29]=[N:30][C:31]2[C:26]([CH:27]=1)=[CH:25][C:24]([CH2:23][C:19]1[CH:18]=[C:17]([CH:22]=[CH:21][N:20]=1)[C:16]([NH:15][CH2:14][C:10]1[C:11]([CH3:13])=[N:12][C:7]([NH:6][CH3:1])=[CH:8][CH:9]=1)=[O:35])=[CH:33][CH:32]=2. The yield is 0.250.